This data is from Full USPTO retrosynthesis dataset with 1.9M reactions from patents (1976-2016). The task is: Predict the reactants needed to synthesize the given product. (1) Given the product [C:32]([CH2:31][CH2:30][N:1]1[C:5]2[CH:6]=[CH:7][CH:8]=[CH:9][C:4]=2[N:3]=[C:2]1[CH:10]1[CH2:15][CH2:14][CH2:13][CH:12]([NH:16][C:17]([C:19]2[CH:28]=[CH:27][C:22]3[O:23][CH2:24][CH2:25][O:26][C:21]=3[CH:20]=2)=[O:18])[CH2:11]1)#[N:33], predict the reactants needed to synthesize it. The reactants are: [NH:1]1[C:5]2[CH:6]=[CH:7][CH:8]=[CH:9][C:4]=2[N:3]=[C:2]1[CH:10]1[CH2:15][CH2:14][CH2:13][CH:12]([NH:16][C:17]([C:19]2[CH:28]=[CH:27][C:22]3[O:23][CH2:24][CH2:25][O:26][C:21]=3[CH:20]=2)=[O:18])[CH2:11]1.Br[CH2:30][CH2:31][C:32]#[N:33].C(=O)([O-])[O-].[K+].[K+]. (2) Given the product [N:45]1([C:43]([OH:44])=[O:19])[CH2:49][CH2:48][CH2:47][C@H:46]1[C:50]([OH:52])=[O:51], predict the reactants needed to synthesize it. The reactants are: NCCC1C=NC=CC=1.C(N(C(C)C)CC)(C)C.[OH:19]N1C2C=CC=CC=2N=N1.C(C1C=C2C(C=CC=C2CN[C:43]([N:45]2[CH2:49][CH2:48][CH2:47][C@H:46]2[C:50]([OH:52])=[O:51])=[O:44])=CC=1)#C. (3) Given the product [C:1]([C:3]1[CH:4]=[C:5]([C:6]2[O:7][N:27]=[C:26]([C:28]3[CH:36]=[CH:35][C:34]4[NH:33][C:32]5[CH:37]([C:40]([O:42][CH2:43][CH3:44])=[O:41])[CH2:38][CH2:39][C:31]=5[C:30]=4[CH:29]=3)[N:25]=2)[CH:9]=[C:10]([O:12][C:13]([F:16])([F:15])[F:14])[CH:11]=1)#[N:2], predict the reactants needed to synthesize it. The reactants are: [C:1]([C:3]1[CH:4]=[C:5]([CH:9]=[C:10]([O:12][C:13]([F:16])([F:15])[F:14])[CH:11]=1)[C:6](Cl)=[O:7])#[N:2].C(N(CC)CC)C.O[N:25]=[C:26]([C:28]1[CH:36]=[CH:35][C:34]2[NH:33][C:32]3[CH:37]([C:40]([O:42][CH2:43][CH3:44])=[O:41])[CH2:38][CH2:39][C:31]=3[C:30]=2[CH:29]=1)[NH2:27].C([O-])(O)=O.[Na+]. (4) Given the product [NH2:7][C@H:8]1[CH2:13][C@@H:12]([N:14]2[CH2:21][C:20]3[C:16](=[N:17][N:18]([S:22]([CH3:25])(=[O:23])=[O:24])[CH:19]=3)[CH2:15]2)[CH2:11][N:10]([CH2:26][C@@H:27]([OH:29])[CH3:28])[C@@H:9]1[C:30]1[CH:35]=[C:34]([F:36])[CH:33]=[CH:32][C:31]=1[F:37], predict the reactants needed to synthesize it. The reactants are: C(OC(=O)[NH:7][C@H:8]1[CH2:13][C@@H:12]([N:14]2[CH2:21][C:20]3[C:16](=[N:17][N:18]([S:22]([CH3:25])(=[O:24])=[O:23])[CH:19]=3)[CH2:15]2)[CH2:11][N:10]([CH2:26][C@@H:27]([OH:29])[CH3:28])[C@@H:9]1[C:30]1[CH:35]=[C:34]([F:36])[CH:33]=[CH:32][C:31]=1[F:37])(C)(C)C.FC(F)(F)C(O)=O. (5) Given the product [CH2:1]([O:3][C:4]([C:6]1[C:11]([O:12][CH:32]2[CH2:36][CH2:35][CH2:34][CH2:33]2)=[N:10][C:9]([CH:13]([N:15]2[CH2:20][CH2:19][N:18]([S:21]([C:24]3[CH:25]=[CH:26][C:27]([O:30][CH3:31])=[CH:28][CH:29]=3)(=[O:23])=[O:22])[CH2:17][CH2:16]2)[CH3:14])=[N:8][CH:7]=1)=[O:5])[CH3:2], predict the reactants needed to synthesize it. The reactants are: [CH2:1]([O:3][C:4]([C:6]1[C:11](=[O:12])[NH:10][C:9]([CH:13]([N:15]2[CH2:20][CH2:19][N:18]([S:21]([C:24]3[CH:29]=[CH:28][C:27]([O:30][CH3:31])=[CH:26][CH:25]=3)(=[O:23])=[O:22])[CH2:17][CH2:16]2)[CH3:14])=[N:8][CH:7]=1)=[O:5])[CH3:2].[CH:32]1(I)[CH2:36][CH2:35][CH2:34][CH2:33]1.C(=O)([O-])[O-].[K+].[K+].CC#N. (6) Given the product [Br:1][C:2]1[CH:3]=[C:4]([C:8]#[C:9][C:11]2[CH:12]=[C:13]3[C:18](=[CH:19][CH:20]=2)[CH2:17][CH2:16][CH2:15][CH2:14]3)[CH:5]=[CH:6][CH:7]=1, predict the reactants needed to synthesize it. The reactants are: [Br:1][C:2]1[CH:7]=[CH:6][CH:5]=[C:4]([C:8]#[CH:9])[CH:3]=1.I[C:11]1[CH:12]=[C:13]2[C:18](=[CH:19][CH:20]=1)[CH2:17][CH2:16][CH2:15][CH2:14]2.Cl.